This data is from Catalyst prediction with 721,799 reactions and 888 catalyst types from USPTO. The task is: Predict which catalyst facilitates the given reaction. Reactant: [Cl:1][C:2]1[C:11]2[C:6](=[CH:7][CH:8]=[CH:9][CH:10]=2)[C:5]([OH:12])=[CH:4][N:3]=1.C([O-])([O-])=O.[K+].[K+].[CH2:19](I)[CH3:20]. Product: [Cl:1][C:2]1[C:11]2[C:6](=[CH:7][CH:8]=[CH:9][CH:10]=2)[C:5]([O:12][CH2:19][CH3:20])=[CH:4][N:3]=1. The catalyst class is: 10.